From a dataset of Reaction yield outcomes from USPTO patents with 853,638 reactions. Predict the reaction yield, written as a fraction of the theoretical maximum amount of product (1.0 means a 100% yield; for example, 0.34 means a 34% yield). (1) The reactants are [CH3:1][O:2][C:3](=[O:13])[CH2:4][CH2:5][C:6]1[CH:11]=[CH:10][C:9]([OH:12])=[CH:8][CH:7]=1.[Br:14]Br. The catalyst is C(Cl)Cl.O. The product is [CH3:1][O:2][C:3](=[O:13])[CH2:4][CH2:5][C:6]1[CH:11]=[CH:10][C:9]([OH:12])=[C:8]([Br:14])[CH:7]=1. The yield is 0.830. (2) The reactants are O=C1N2[CH2:9][C@@H:4]([CH2:5][CH2:6][C@H:7]2[C:10]([NH:12][O:13][CH2:14][CH2:15][NH:16][S:17]([NH:20][C:21](=[O:27])[O:22][C:23]([CH3:26])([CH3:25])[CH3:24])(=[O:19])=[O:18])=[O:11])N1OS(O)(=O)=O.FC(F)(F)[C:35](O)=[O:36].[CH2:40](Cl)Cl. No catalyst specified. The product is [O:36]=[C:35]1[C:6]2[C:7](=[CH:40][CH:9]=[CH:4][CH:5]=2)[C:10](=[O:11])[N:12]1[O:13][CH2:14][CH2:15][NH:16][S:17]([NH:20][C:21](=[O:27])[O:22][C:23]([CH3:24])([CH3:25])[CH3:26])(=[O:18])=[O:19]. The yield is 0.230. (3) The reactants are [CH:1]1([CH:7]([CH:9]2[CH2:18][CH2:17][C:12]3(OCC[O:13]3)[CH2:11][CH2:10]2)[OH:8])[CH2:6][CH2:5][CH2:4][CH2:3][CH2:2]1.Cl. The catalyst is C1COCC1. The product is [CH:1]1([CH:7]([OH:8])[CH:9]2[CH2:18][CH2:17][C:12](=[O:13])[CH2:11][CH2:10]2)[CH2:2][CH2:3][CH2:4][CH2:5][CH2:6]1. The yield is 0.950. (4) The reactants are C12(C)C(C)(C)C(CC1)CC2C(Cl)=O.N[CH:15]1[CH2:21][CH2:20][C:19](=[O:22])[NH:18][C:16]1=[O:17].C(OC1C=CC=CC=1C([NH:31]C1CCC(=O)NC1=O)=O)(=O)C. The catalyst is C(Cl)(Cl)Cl. The product is [NH2:31][N:18]1[C:19](=[O:22])[CH2:20][CH2:21][CH2:15][C:16]1=[O:17]. The yield is 0.600. (5) The reactants are C([O-])(=O)C.C([O-])(=O)C.[CH3:9][O:10][C:11]1[CH:16]=[CH:15][C:14]([IH+:17])=[CH:13][CH:12]=1.[CH3:18][O:19][C:20]1[CH:25]=[CH:24][C:23]([IH+])=[CH:22][CH:21]=1.O.[S:28]([C:32]1[CH:38]=[CH:37][C:35]([CH3:36])=[CH:34][CH:33]=1)([OH:31])(=[O:30])=[O:29].IC1C=CC(OC)=CC=1. The catalyst is C(#N)C. The product is [S:28]([C:32]1[CH:38]=[CH:37][C:35]([CH3:36])=[CH:34][CH:33]=1)([O-:31])(=[O:30])=[O:29].[CH3:9][O:10][C:11]1[CH:16]=[CH:15][C:14]([I+:17][C:23]2[CH:24]=[CH:25][C:20]([O:19][CH3:18])=[CH:21][CH:22]=2)=[CH:13][CH:12]=1. The yield is 0.820.